Dataset: Reaction yield outcomes from USPTO patents with 853,638 reactions. Task: Predict the reaction yield, written as a fraction of the theoretical maximum amount of product (1.0 means a 100% yield; for example, 0.34 means a 34% yield). The reactants are [Cl:1][C:2]1[CH:3]=[C:4]2[C:9](=[CH:10][C:11]=1[O:12][C:13]1[CH:18]=[CH:17][C:16]([C:19](=[O:32])[NH:20][CH:21]([CH2:30][OH:31])[CH2:22][C:23]3[CH:28]=[CH:27][C:26]([Cl:29])=[CH:25][CH:24]=3)=[CH:15][CH:14]=1)[O:8][CH2:7][CH2:6][CH:5]2[C:33]([O:35]CC)=[O:34].[OH-].[Na+]. The catalyst is C1COCC1.C(O)C. The product is [Cl:1][C:2]1[CH:3]=[C:4]2[C:9](=[CH:10][C:11]=1[O:12][C:13]1[CH:18]=[CH:17][C:16]([C:19](=[O:32])[NH:20][CH:21]([CH2:30][OH:31])[CH2:22][C:23]3[CH:28]=[CH:27][C:26]([Cl:29])=[CH:25][CH:24]=3)=[CH:15][CH:14]=1)[O:8][CH2:7][CH2:6][CH:5]2[C:33]([OH:35])=[O:34]. The yield is 0.826.